The task is: Predict which catalyst facilitates the given reaction.. This data is from Catalyst prediction with 721,799 reactions and 888 catalyst types from USPTO. (1) Reactant: [CH3:1][O:2][C:3]1[CH:4]=[C:5]([C:11]2[C:16]3[O:17][C:18]([C:20]([N:22]4[CH2:27][CH2:26][N:25]([S:28]([CH3:31])(=[O:30])=[O:29])[CH2:24][CH2:23]4)=[O:21])=[CH:19][C:15]=3[C:14](=[O:32])[NH:13][N:12]=2)[CH:6]=[CH:7][C:8]=1[O:9][CH3:10].[H-].[Na+].[CH3:35]I.O. Product: [CH3:1][O:2][C:3]1[CH:4]=[C:5]([C:11]2[C:16]3[O:17][C:18]([C:20]([N:22]4[CH2:23][CH2:24][N:25]([S:28]([CH3:31])(=[O:30])=[O:29])[CH2:26][CH2:27]4)=[O:21])=[CH:19][C:15]=3[C:14](=[O:32])[N:13]([CH3:35])[N:12]=2)[CH:6]=[CH:7][C:8]=1[O:9][CH3:10]. The catalyst class is: 3. (2) Reactant: [BH4-].[Na+].[CH:3]1([O:8][C:9]2[C:17]3[O:16][CH2:15][C:14](=[O:18])[C:13]=3[CH:12]=[CH:11][C:10]=2[O:19][CH3:20])[CH2:7][CH2:6][CH2:5][CH2:4]1.C1COCC1. Product: [CH:3]1([O:8][C:9]2[C:17]3[O:16][CH2:15][CH:14]([OH:18])[C:13]=3[CH:12]=[CH:11][C:10]=2[O:19][CH3:20])[CH2:4][CH2:5][CH2:6][CH2:7]1. The catalyst class is: 5. (3) Reactant: [Na].C[Si](C)(C)N[Si](C)(C)C.[Cl:11][C:12]1[CH:17]=[CH:16][C:15]([CH2:18][C:19]([OH:21])=O)=[CH:14][CH:13]=1.[Cl:22][C:23]1[CH:32]=[C:31]([Cl:33])[CH:30]=[CH:29][C:24]=1C(OC)=O. Product: [Cl:11][C:12]1[CH:13]=[CH:14][C:15]([CH2:18][C:19]([C:30]2[CH:29]=[CH:24][C:23]([Cl:22])=[CH:32][C:31]=2[Cl:33])=[O:21])=[CH:16][CH:17]=1. The catalyst class is: 1.